This data is from Full USPTO retrosynthesis dataset with 1.9M reactions from patents (1976-2016). The task is: Predict the reactants needed to synthesize the given product. (1) Given the product [C:1]([NH:7][C:8]1[CH:16]=[CH:15][C:14]([Cl:17])=[CH:13][C:9]=1[C:10]([NH2:12])=[O:11])(=[O:5])[CH2:2][CH2:3][CH3:4], predict the reactants needed to synthesize it. The reactants are: [C:1](Cl)(=[O:5])[CH2:2][CH2:3][CH3:4].[NH2:7][C:8]1[CH:16]=[CH:15][C:14]([Cl:17])=[CH:13][C:9]=1[C:10]([NH2:12])=[O:11].[OH-].[Na+].Cl. (2) Given the product [CH3:25][C:26]([O:23][C:21]1[S:20][C:17]2[CH2:18][CH2:19][N:14]([CH:6]([C:4]([CH:1]3[CH2:2][CH2:3]3)=[O:5])[C:7]3[CH:12]=[CH:11][CH:10]=[CH:9][C:8]=3[F:13])[CH2:15][C:16]=2[CH:22]=1)=[O:27].[ClH:24], predict the reactants needed to synthesize it. The reactants are: [CH:1]1([C:4]([CH:6]([N:14]2[CH2:19][CH2:18][CH:17]3[S:20][C:21](=[O:23])[CH:22]=[C:16]3[CH2:15]2)[C:7]2[CH:12]=[CH:11][CH:10]=[CH:9][C:8]=2[F:13])=[O:5])[CH2:3][CH2:2]1.[ClH:24].[CH3:25][C:26](C)=[O:27]. (3) Given the product [Cl:22][C:17]1[CH:16]=[C:15]([CH:20]=[CH:19][C:18]=1[Cl:21])[CH2:14][NH:13][C:7]1[C:6]2[C:11](=[C:2]([NH2:23])[CH:3]=[CH:4][CH:5]=2)[N:10]=[C:9]([CH3:12])[CH:8]=1, predict the reactants needed to synthesize it. The reactants are: Br[C:2]1[CH:3]=[CH:4][CH:5]=[C:6]2[C:11]=1[N:10]=[C:9]([CH3:12])[CH:8]=[C:7]2[NH:13][CH2:14][C:15]1[CH:20]=[CH:19][C:18]([Cl:21])=[C:17]([Cl:22])[CH:16]=1.[NH3:23]. (4) Given the product [C:14]([C:18]1[CH:23]=[CH:22][C:21]([O:24][CH3:25])=[C:20]([CH:19]=1)[C:4]([C:3]1[CH:7]=[C:8]([N+:11]([O-:13])=[O:12])[CH:9]=[CH:10][C:2]=1[Cl:1])=[O:5])([CH3:17])([CH3:15])[CH3:16], predict the reactants needed to synthesize it. The reactants are: [Cl:1][C:2]1[CH:10]=[CH:9][C:8]([N+:11]([O-:13])=[O:12])=[CH:7][C:3]=1[C:4](Cl)=[O:5].[C:14]([C:18]1[CH:23]=[CH:22][C:21]([O:24][CH3:25])=[CH:20][CH:19]=1)([CH3:17])([CH3:16])[CH3:15]. (5) Given the product [CH2:13]([O:20][C:21]1[CH:26]=[CH:25][C:24]([CH:27]=[CH:28][NH:29][C:10](=[O:12])[CH2:9][C:4]2[CH:5]=[CH:6][C:7]([Cl:8])=[C:2]([Cl:1])[CH:3]=2)=[CH:23][C:22]=1[O:30][CH3:31])[C:14]1[CH:15]=[CH:16][CH:17]=[CH:18][CH:19]=1, predict the reactants needed to synthesize it. The reactants are: [Cl:1][C:2]1[CH:3]=[C:4]([CH2:9][C:10]([OH:12])=O)[CH:5]=[CH:6][C:7]=1[Cl:8].[CH2:13]([O:20][C:21]1[CH:26]=[CH:25][C:24]([CH:27]=[CH:28][NH2:29])=[CH:23][C:22]=1[O:30][CH3:31])[C:14]1[CH:19]=[CH:18][CH:17]=[CH:16][CH:15]=1. (6) Given the product [N:13]1([CH2:2][C:3]2[CH:8]=[CH:7][N:6]=[C:5]([C:9]([O:11][CH3:12])=[O:10])[CH:4]=2)[CH:17]=[N:16][CH:15]=[N:14]1, predict the reactants needed to synthesize it. The reactants are: Br[CH2:2][C:3]1[CH:8]=[CH:7][N:6]=[C:5]([C:9]([O:11][CH3:12])=[O:10])[CH:4]=1.[NH:13]1[CH:17]=[N:16][CH:15]=[N:14]1. (7) Given the product [NH:8]1[CH2:14][CH2:13][CH2:12][NH:11][CH2:10][CH:9]1[CH2:22][OH:23], predict the reactants needed to synthesize it. The reactants are: C([N:8]1[CH2:14][CH2:13][CH2:12][N:11](CC2C=CC=CC=2)[CH2:10][CH:9]1[CH2:22][OH:23])C1C=CC=CC=1.